This data is from Full USPTO retrosynthesis dataset with 1.9M reactions from patents (1976-2016). The task is: Predict the reactants needed to synthesize the given product. Given the product [S:30]([C:34]1[CH:35]=[C:36]([NH:40][C:27]([C:26]2[CH:25]=[N:24][N:17]3[C:18]([C:20]([F:23])([F:22])[F:21])=[CH:19][C:14]([C:6]4[CH:7]=[CH:8][C:9]([C:10]([F:11])([F:13])[F:12])=[C:4]([O:3][CH2:1][CH3:2])[CH:5]=4)=[N:15][C:16]=23)=[O:28])[CH:37]=[CH:38][CH:39]=1)(=[O:32])(=[O:33])[NH2:31], predict the reactants needed to synthesize it. The reactants are: [CH2:1]([O:3][C:4]1[CH:5]=[C:6]([C:14]2[CH:19]=[C:18]([C:20]([F:23])([F:22])[F:21])[N:17]3[N:24]=[CH:25][C:26]([C:27](O)=[O:28])=[C:16]3[N:15]=2)[CH:7]=[CH:8][C:9]=1[C:10]([F:13])([F:12])[F:11])[CH3:2].[S:30]([C:34]1[CH:35]=[C:36]([NH2:40])[CH:37]=[CH:38][CH:39]=1)(=[O:33])(=[O:32])[NH2:31].